From a dataset of NCI-60 drug combinations with 297,098 pairs across 59 cell lines. Regression. Given two drug SMILES strings and cell line genomic features, predict the synergy score measuring deviation from expected non-interaction effect. (1) Drug 1: C1=NC2=C(N=C(N=C2N1C3C(C(C(O3)CO)O)O)F)N. Drug 2: C(CCl)NC(=O)N(CCCl)N=O. Cell line: ACHN. Synergy scores: CSS=8.07, Synergy_ZIP=-1.15, Synergy_Bliss=3.67, Synergy_Loewe=1.38, Synergy_HSA=1.59. (2) Drug 1: CC12CCC3C(C1CCC2O)C(CC4=C3C=CC(=C4)O)CCCCCCCCCS(=O)CCCC(C(F)(F)F)(F)F. Drug 2: C1=NC(=NC(=O)N1C2C(C(C(O2)CO)O)O)N. Cell line: T-47D. Synergy scores: CSS=18.2, Synergy_ZIP=-1.58, Synergy_Bliss=-2.65, Synergy_Loewe=2.42, Synergy_HSA=2.41. (3) Drug 1: C1CC(=O)NC(=O)C1N2CC3=C(C2=O)C=CC=C3N. Drug 2: CCN(CC)CCNC(=O)C1=C(NC(=C1C)C=C2C3=C(C=CC(=C3)F)NC2=O)C. Cell line: A549. Synergy scores: CSS=5.43, Synergy_ZIP=-2.08, Synergy_Bliss=1.92, Synergy_Loewe=0.977, Synergy_HSA=1.09. (4) Drug 1: C1CN1P(=S)(N2CC2)N3CC3. Drug 2: CNC(=O)C1=NC=CC(=C1)OC2=CC=C(C=C2)NC(=O)NC3=CC(=C(C=C3)Cl)C(F)(F)F. Cell line: TK-10. Synergy scores: CSS=-1.53, Synergy_ZIP=2.17, Synergy_Bliss=3.62, Synergy_Loewe=-3.71, Synergy_HSA=-1.15.